This data is from Reaction yield outcomes from USPTO patents with 853,638 reactions. The task is: Predict the reaction yield, written as a fraction of the theoretical maximum amount of product (1.0 means a 100% yield; for example, 0.34 means a 34% yield). The reactants are [Cl:1][C:2]1[CH:3]=[C:4]([CH:8]=[CH:9][C:10]=1[N:11]([CH2:28][CH2:29][OH:30])[C:12]([C:14]1[S:27][C:17]2[C:18]3[CH:26]=[CH:25][CH:24]=[CH:23][C:19]=3[O:20][CH2:21][CH2:22][C:16]=2[CH:15]=1)=[O:13])[C:5](O)=[O:6].CN(C(ON1N=NC2C=CC=NC1=2)=[N+](C)C)C.F[P-](F)(F)(F)(F)F.CCN(C(C)C)C(C)C.[N:64]1([C:70]([O:72][C:73]([CH3:76])([CH3:75])[CH3:74])=[O:71])[CH2:69][CH2:68][NH:67][CH2:66][CH2:65]1. The catalyst is C1COCC1.C(OCC)(=O)C. The product is [Cl:1][C:2]1[CH:3]=[C:4]([CH:8]=[CH:9][C:10]=1[N:11]([CH2:28][CH2:29][OH:30])[C:12]([C:14]1[S:27][C:17]2[C:18]3[CH:26]=[CH:25][CH:24]=[CH:23][C:19]=3[O:20][CH2:21][CH2:22][C:16]=2[CH:15]=1)=[O:13])[C:5]([N:67]1[CH2:68][CH2:69][N:64]([C:70]([O:72][C:73]([CH3:76])([CH3:75])[CH3:74])=[O:71])[CH2:65][CH2:66]1)=[O:6]. The yield is 0.220.